From a dataset of Reaction yield outcomes from USPTO patents with 853,638 reactions. Predict the reaction yield, written as a fraction of the theoretical maximum amount of product (1.0 means a 100% yield; for example, 0.34 means a 34% yield). (1) The reactants are [CH3:1][O:2][C:3]1[CH:8]=[C:7]([CH3:9])[C:6]([NH:10][C:11](=[O:17])[O:12][C:13]([CH3:16])([CH3:15])[CH3:14])=[C:5]([CH3:18])[C:4]=1[CH3:19].C([O-])(=O)C.[Na+].[Br:25]Br.O. The catalyst is C(O)(=O)C. The product is [Br:25][C:8]1[C:7]([CH3:9])=[C:6]([NH:10][C:11](=[O:17])[O:12][C:13]([CH3:14])([CH3:15])[CH3:16])[C:5]([CH3:18])=[C:4]([CH3:19])[C:3]=1[O:2][CH3:1]. The yield is 0.910. (2) The reactants are [CH3:1][C:2]1[C:11]([C:12]([O:14][CH3:15])=[O:13])=[C:10]([C:16]2[CH:21]=[CH:20][CH:19]=[CH:18][CH:17]=2)[C:9]2[C:4](=[CH:5][CH:6]=[C:7]([N+:22]([O-])=O)[CH:8]=2)[N:3]=1.C([O-])=O.[NH4+]. The catalyst is [Pd].CO.C1COCC1. The product is [NH2:22][C:7]1[CH:8]=[C:9]2[C:4](=[CH:5][CH:6]=1)[N:3]=[C:2]([CH3:1])[C:11]([C:12]([O:14][CH3:15])=[O:13])=[C:10]2[C:16]1[CH:17]=[CH:18][CH:19]=[CH:20][CH:21]=1. The yield is 0.980. (3) The reactants are [O:1]=[C:2]1[CH:11]=[CH:10][C:9]2[C:4](=[CH:5][CH:6]=[C:7]([O:12][CH2:13][C:14]([NH:16][NH2:17])=[O:15])[CH:8]=2)[NH:3]1.[Cl:18][C:19]1[CH:20]=[C:21]([CH:25]=[CH:26][C:27]=1[Cl:28])[C:22](O)=O.C(N(CC)CC)C.CCCP(=O)=O. The catalyst is CN(C=O)C. The product is [Cl:18][C:19]1[CH:20]=[C:21]([C:22]2[O:15][C:14]([CH2:13][O:12][C:7]3[CH:8]=[C:9]4[C:4](=[CH:5][CH:6]=3)[NH:3][C:2](=[O:1])[CH:11]=[CH:10]4)=[N:16][N:17]=2)[CH:25]=[CH:26][C:27]=1[Cl:28]. The yield is 0.0481. (4) The reactants are [N:1]1([C:10]2[S:14][C:13]([C:15]([O:17][CH3:18])=[O:16])=[C:12]([O:19][C@@H:20]([C:22]3[CH:27]=[CH:26][CH:25]=[C:24]([OH:28])[C:23]=3[Cl:29])[CH3:21])[CH:11]=2)[C:5]2[CH:6]=[CH:7][CH:8]=[CH:9][C:4]=2[N:3]=[CH:2]1.[Br:30][CH2:31][CH2:32]O. No catalyst specified. The product is [N:1]1([C:10]2[S:14][C:13]([C:15]([O:17][CH3:18])=[O:16])=[C:12]([O:19][C@@H:20]([C:22]3[CH:27]=[CH:26][CH:25]=[C:24]([O:28][CH2:32][CH2:31][Br:30])[C:23]=3[Cl:29])[CH3:21])[CH:11]=2)[C:5]2[CH:6]=[CH:7][CH:8]=[CH:9][C:4]=2[N:3]=[CH:2]1. The yield is 0.710. (5) The reactants are Br[C:2]1[CH:3]=[C:4]([CH:11]=[C:12]([N+:14]([O-:16])=[O:15])[CH:13]=1)[O:5][CH2:6][CH2:7][N:8]([CH3:10])[CH3:9].C(=O)([O-])[O-].[K+].[K+].[NH:23]1[CH:27]=[N:26][CH:25]=[N:24]1. The catalyst is CN1C(=O)CCC1.ClCCl.[Cu]I. The product is [CH3:9][N:8]([CH3:10])[CH2:7][CH2:6][O:5][C:4]1[CH:3]=[C:2]([N:23]2[CH:27]=[N:26][CH:25]=[N:24]2)[CH:13]=[C:12]([N+:14]([O-:16])=[O:15])[CH:11]=1. The yield is 0.568. (6) The reactants are Br[CH2:2][C:3]1[N:7]([CH3:8])[N:6]=[C:5]([N+:9]([O-:11])=[O:10])[CH:4]=1.Cl.[F:13][C:14]1([F:18])[CH2:17][NH:16][CH2:15]1.CCN(C(C)C)C(C)C. The catalyst is CN(C=O)C. The product is [F:13][C:14]1([F:18])[CH2:17][N:16]([CH2:2][C:3]2[N:7]([CH3:8])[N:6]=[C:5]([N+:9]([O-:11])=[O:10])[CH:4]=2)[CH2:15]1. The yield is 1.00. (7) The reactants are [C:1]1(B(O)O)[CH:6]=[CH:5][CH:4]=[CH:3][CH:2]=1.C(=O)([O-])[O-].[Cs+].[Cs+].Cl[C:17]1[CH:18]=[C:19]([C:35]2[N:40]=[C:39]([C:41]3[CH:46]=[CH:45][CH:44]=[CH:43][CH:42]=3)[N:38]=[C:37]([C:47]3[CH:52]=[CH:51][CH:50]=[CH:49][CH:48]=3)[N:36]=2)[CH:20]=[C:21]([C:23]2[CH:28]=[CH:27][C:26](C3C=CC=CN=3)=[CH:25][CH:24]=2)[CH:22]=1.O1[CH2:58][CH2:57]OCC1. The catalyst is C([O-])(=O)C.[Pd+2].C([O-])(=O)C.C1(P(C2CCCCC2)C2C=CC=CC=2C2C(C(C)C)=CC(C(C)C)=CC=2C(C)C)CCCCC1. The product is [N:36]1[CH:58]=[CH:57][CH:18]=[CH:19][C:35]=1[C:1]1[CH:6]=[CH:5][C:4]([C:17]2[CH:18]=[C:19]([C:35]3[N:36]=[C:37]([C:47]4[CH:52]=[CH:51][CH:50]=[CH:49][CH:48]=4)[N:38]=[C:39]([C:41]4[CH:42]=[CH:43][CH:44]=[CH:45][CH:46]=4)[N:40]=3)[CH:20]=[C:21]([C:23]3[CH:28]=[CH:27][CH:26]=[CH:25][CH:24]=3)[CH:22]=2)=[CH:3][CH:2]=1. The yield is 0.950. (8) The reactants are [SH:1][CH2:2][CH2:3][C:4]([OH:6])=[O:5].[F:7][C:8]([F:12])([F:11])[CH:9]=[CH2:10]. The catalyst is C1(C)C=CC=CC=1. The product is [F:7][C:8]([F:12])([F:11])[CH2:9][CH2:10][S:1][CH2:2][CH2:3][C:4]([OH:6])=[O:5]. The yield is 0.760. (9) The reactants are Br[C:2]1[CH:3]=[C:4]2[CH:10]=[C:9]([C:11]3[C:16]([F:17])=[CH:15][CH:14]=[CH:13][C:12]=3[F:18])[NH:8][C:5]2=[N:6][CH:7]=1.[B:19]1([B:19]2[O:23][C:22]([CH3:25])([CH3:24])[C:21]([CH3:27])([CH3:26])[O:20]2)[O:23][C:22]([CH3:25])([CH3:24])[C:21]([CH3:27])([CH3:26])[O:20]1.C([O-])(=O)C.[K+]. The catalyst is O1CCOCC1.C1C=CC(P(C2C=CC=CC=2)[C-]2C=CC=C2)=CC=1.C1C=CC(P(C2C=CC=CC=2)[C-]2C=CC=C2)=CC=1.Cl[Pd]Cl.[Fe+2]. The product is [F:18][C:12]1[CH:13]=[CH:14][CH:15]=[C:16]([F:17])[C:11]=1[C:9]1[NH:8][C:5]2=[N:6][CH:7]=[C:2]([B:19]3[O:23][C:22]([CH3:25])([CH3:24])[C:21]([CH3:27])([CH3:26])[O:20]3)[CH:3]=[C:4]2[CH:10]=1. The yield is 0.929. (10) The reactants are [NH:1]1[C:9]2[CH:8]=[CH:7][CH:6]=[C:5]([C:10]([O:12][CH3:13])=[O:11])[C:4]=2[CH:3]=[CH:2]1.[H-].[Na+].[CH2:16](Br)[C:17]1[CH:22]=[CH:21][CH:20]=[CH:19][CH:18]=1. The catalyst is CN(C=O)C. The product is [CH2:16]([N:1]1[C:9]2[CH:8]=[CH:7][CH:6]=[C:5]([C:10]([O:12][CH3:13])=[O:11])[C:4]=2[CH:3]=[CH:2]1)[C:17]1[CH:22]=[CH:21][CH:20]=[CH:19][CH:18]=1. The yield is 0.920.